From a dataset of Peptide-MHC class I binding affinity with 185,985 pairs from IEDB/IMGT. Regression. Given a peptide amino acid sequence and an MHC pseudo amino acid sequence, predict their binding affinity value. This is MHC class I binding data. The peptide sequence is FAIGDWEPY. The MHC is HLA-B46:01 with pseudo-sequence HLA-B46:01. The binding affinity (normalized) is 0.601.